The task is: Predict the reactants needed to synthesize the given product.. This data is from Full USPTO retrosynthesis dataset with 1.9M reactions from patents (1976-2016). (1) Given the product [CH2:19]([S:26][C:2]1[CH:3]=[CH:4][C:5]([CH:8]2[O:9][CH2:11][CH2:12][O:13]2)=[CH:6][CH:7]=1)[C:20]1[CH:25]=[CH:24][CH:23]=[CH:22][CH:21]=1, predict the reactants needed to synthesize it. The reactants are: Br[C:2]1[CH:7]=[CH:6][C:5]([CH:8]2[O:13][CH2:12][CH2:11]C[O:9]2)=[CH:4][CH:3]=1.C([Li])CCC.[CH2:19]([S:26][S:26][CH2:19][C:20]1[CH:25]=[CH:24][CH:23]=[CH:22][CH:21]=1)[C:20]1[CH:25]=[CH:24][CH:23]=[CH:22][CH:21]=1. (2) The reactants are: [CH2:1]([N:4]1[C:8]2[CH:9]=[CH:10][C:11]3[C@@H:12]([OH:30])[C@H:13]([O:23][C:24](=[O:29])[C:25]([CH3:28])([CH3:27])[CH3:26])[C@@H:14]([C:17]4[CH:22]=[CH:21][CH:20]=[CH:19][CH:18]=4)[O:15][C:16]=3[C:7]=2[N:6]=[C:5]1[CH3:31])[CH:2]=[CH2:3].O([CH2:40][CH2:41][O:42][CH3:43])S(C(F)(F)F)(=O)=O. Given the product [CH2:1]([N:4]1[C:8]2[CH:9]=[CH:10][C:11]3[C@@H:12]([O:30][CH2:40][CH2:41][O:42][CH3:43])[C@H:13]([O:23][C:24](=[O:29])[C:25]([CH3:26])([CH3:27])[CH3:28])[C@@H:14]([C:17]4[CH:22]=[CH:21][CH:20]=[CH:19][CH:18]=4)[O:15][C:16]=3[C:7]=2[N:6]=[C:5]1[CH3:31])[CH:2]=[CH2:3], predict the reactants needed to synthesize it. (3) Given the product [C:11]([C:9]1[CH:10]=[C:5]2[N:4]=[CH:3][C:2]([C:16]#[C:15][C:17]3[CH:23]=[CH:22][CH:21]=[CH:20][C:18]=3[NH2:19])=[CH:7][N:6]2[N:8]=1)([CH3:14])([CH3:13])[CH3:12], predict the reactants needed to synthesize it. The reactants are: Br[C:2]1[CH:3]=[N:4][C:5]2[N:6]([N:8]=[C:9]([C:11]([CH3:14])([CH3:13])[CH3:12])[CH:10]=2)[CH:7]=1.[C:15]([C:17]1[CH:23]=[CH:22][CH:21]=[CH:20][C:18]=1[NH2:19])#[CH:16]. (4) The reactants are: [CH2:1]([O:8][C@H:9]1[CH2:14][CH2:13][CH2:12][CH2:11][C@@H:10]1[N:15]1[C:19]([C:20]2[CH:25]=[CH:24][CH:23]=[CH:22][CH:21]=2)=[C:18]([C:26](O)=[O:27])[N:17]=[CH:16]1)[C:2]1[CH:7]=[CH:6][CH:5]=[CH:4][CH:3]=1.[CH2:29]([C@H:36]1[NH:41][CH2:40][CH2:39][N:38]([C:42]([O:44][C:45]([CH3:48])([CH3:47])[CH3:46])=[O:43])[CH2:37]1)[C:30]1[CH:35]=[CH:34][CH:33]=[CH:32][CH:31]=1.CCN=C=NCCCN(C)C.Cl.C1C=CC2N(O)N=NC=2C=1.C(=O)([O-])O.[Na+]. Given the product [CH2:29]([C@H:36]1[N:41]([C:26]([C:18]2[N:17]=[CH:16][N:15]([C@H:10]3[CH2:11][CH2:12][CH2:13][CH2:14][C@@H:9]3[O:8][CH2:1][C:2]3[CH:7]=[CH:6][CH:5]=[CH:4][CH:3]=3)[C:19]=2[C:20]2[CH:21]=[CH:22][CH:23]=[CH:24][CH:25]=2)=[O:27])[CH2:40][CH2:39][N:38]([C:42]([O:44][C:45]([CH3:48])([CH3:47])[CH3:46])=[O:43])[CH2:37]1)[C:30]1[CH:31]=[CH:32][CH:33]=[CH:34][CH:35]=1, predict the reactants needed to synthesize it. (5) Given the product [Br:14][C:11]1[CH:12]=[CH:13][C:8]([CH2:7][CH2:6][N:23]2[CH2:24][CH2:25][CH2:26][C@H:22]2[CH3:21])=[CH:9][CH:10]=1, predict the reactants needed to synthesize it. The reactants are: CS(O[CH2:6][CH2:7][C:8]1[CH:13]=[CH:12][C:11]([Br:14])=[CH:10][CH:9]=1)(=O)=O.C(=O)([O-])[O-].[Na+].[Na+].[CH3:21][C@@H:22]1[CH2:26][CH2:25][CH2:24][NH:23]1. (6) Given the product [F:22][C:13]1[C:12]([O:11][CH2:10][C:8]2[S:9][C:5]3[CH:4]=[CH:3][C:2]([C:31]4[CH:30]=[CH:29][CH:28]=[C:27]([O:26][CH3:25])[CH:32]=4)=[CH:23][C:6]=3[N:7]=2)=[CH:20][CH:19]=[C:18]([F:21])[C:14]=1[C:15]([NH2:17])=[O:16], predict the reactants needed to synthesize it. The reactants are: Br[C:2]1[CH:3]=[CH:4][C:5]2[S:9][C:8]([CH2:10][O:11][C:12]3[C:13]([F:22])=[C:14]([C:18]([F:21])=[CH:19][CH:20]=3)[C:15]([NH2:17])=[O:16])=[N:7][C:6]=2[CH:23]=1.O.[CH3:25][O:26][C:27]1[CH:28]=[C:29](B(O)O)[CH:30]=[CH:31][CH:32]=1.[O-]P([O-])([O-])=O.[K+].[K+].[K+]. (7) Given the product [F:21][C:22]1[N:23]=[CH:24][C:25]([C:2]2[CH:7]=[CH:6][C:5]([CH2:8][CH2:9][NH:10][C:11]3[C:20]4[C:15](=[N:16][CH:17]=[CH:18][N:19]=4)[N:14]=[CH:13][N:12]=3)=[CH:4][CH:3]=2)=[CH:26][CH:27]=1, predict the reactants needed to synthesize it. The reactants are: Br[C:2]1[CH:7]=[CH:6][C:5]([CH2:8][CH2:9][NH:10][C:11]2[C:20]3[C:15](=[N:16][CH:17]=[CH:18][N:19]=3)[N:14]=[CH:13][N:12]=2)=[CH:4][CH:3]=1.[F:21][C:22]1[CH:27]=[CH:26][C:25](B(O)O)=[CH:24][N:23]=1.C([O-])(O)=O.[Na+].